This data is from Reaction yield outcomes from USPTO patents with 853,638 reactions. The task is: Predict the reaction yield, written as a fraction of the theoretical maximum amount of product (1.0 means a 100% yield; for example, 0.34 means a 34% yield). No catalyst specified. The product is [CH3:27][C:25]1[CH:24]=[C:23]([C:28]2[CH:33]=[CH:32][C:31]([C:34]([F:37])([F:35])[F:36])=[CH:30][CH:29]=2)[N:22]=[C:21]([C:19]2[CH:18]=[CH:17][CH:16]=[C:15]([C:11]3[CH:10]=[C:9]([S:6]([NH2:5])(=[O:8])=[O:7])[CH:14]=[CH:13][CH:12]=3)[N:20]=2)[CH:26]=1. The reactants are C([NH:5][S:6]([C:9]1[CH:14]=[CH:13][CH:12]=[C:11]([C:15]2[N:20]=[C:19]([C:21]3[CH:26]=[C:25]([CH3:27])[CH:24]=[C:23]([C:28]4[CH:33]=[CH:32][C:31]([C:34]([F:37])([F:36])[F:35])=[CH:30][CH:29]=4)[N:22]=3)[CH:18]=[CH:17][CH:16]=2)[CH:10]=1)(=[O:8])=[O:7])(C)(C)C.C(O)(C(F)(F)F)=O. The yield is 0.760.